The task is: Predict the reactants needed to synthesize the given product.. This data is from Full USPTO retrosynthesis dataset with 1.9M reactions from patents (1976-2016). (1) The reactants are: C(=O)(OCC(F)(F)C(F)(F)C(F)(F)C(F)F)OCC(F)(F)C(F)(F)C(F)(F)C(F)F.FC(F)(C(F)(F)C(F)(F)C(F)F)C[NH:34][C:35](=[O:62])[O:36][CH2:37][C:38]1[CH:43]=[CH:42][CH:41]=[C:40]([CH2:44][O:45][C:46](=[O:61])[NH:47]CC(F)(F)C(F)(F)C(F)(F)C(F)F)[CH:39]=1. Given the product [C:46](=[O:61])([O:45][CH2:44][C:40]1[CH:41]=[CH:42][CH:43]=[C:38]([CH2:37][O:36][C:35](=[O:62])[NH2:34])[CH:39]=1)[NH2:47], predict the reactants needed to synthesize it. (2) Given the product [Br-:1].[C:11]([O:15][C:16]([NH:18][CH:19]([C:31]1[CH:36]=[CH:35][CH:34]=[CH:33][C:32]=1[F:37])[C:20]([O:22][C@@H:23]1[CH:28]2[CH2:29][CH2:30][N+:25]([CH2:2][C:3](=[O:4])[C:5]3[CH:10]=[CH:9][CH:8]=[CH:7][CH:6]=3)([CH2:26][CH2:27]2)[CH2:24]1)=[O:21])=[O:17])([CH3:14])([CH3:12])[CH3:13], predict the reactants needed to synthesize it. The reactants are: [Br:1][CH2:2][C:3]([C:5]1[CH:10]=[CH:9][CH:8]=[CH:7][CH:6]=1)=[O:4].[C:11]([O:15][C:16]([NH:18][CH:19]([C:31]1[CH:36]=[CH:35][CH:34]=[CH:33][C:32]=1[F:37])[C:20]([O:22][C@@H:23]1[CH:28]2[CH2:29][CH2:30][N:25]([CH2:26][CH2:27]2)[CH2:24]1)=[O:21])=[O:17])([CH3:14])([CH3:13])[CH3:12]. (3) Given the product [NH2:19][O:18][CH2:17][CH2:16][O:15][CH2:14][CH2:13][O:12][CH2:11][CH2:10][O:9][NH2:8], predict the reactants needed to synthesize it. The reactants are: C(OC([NH:8][O:9][CH2:10][CH2:11][O:12][CH2:13][CH2:14][O:15][CH2:16][CH2:17][O:18][NH:19]C(OC(C)(C)C)=O)=O)(C)(C)C.